From a dataset of Forward reaction prediction with 1.9M reactions from USPTO patents (1976-2016). Predict the product of the given reaction. (1) Given the reactants [OH:1][C:2]1[CH:7]=[CH:6][C:5]([CH2:8][CH2:9][C:10]2[CH:24]=[CH:23][C:13]3[CH:14]=[C:15]([CH:17]([NH:19][C:20](=[O:22])[CH3:21])[CH3:18])[O:16][C:12]=3[CH:11]=2)=[CH:4][CH:3]=1.[CH3:25][O:26][CH2:27][CH2:28]Cl, predict the reaction product. The product is: [CH3:25][O:26][CH2:27][CH2:28][O:1][C:2]1[CH:3]=[CH:4][C:5]([CH2:8][CH2:9][C:10]2[CH:24]=[CH:23][C:13]3[CH:14]=[C:15]([CH:17]([NH:19][C:20](=[O:22])[CH3:21])[CH3:18])[O:16][C:12]=3[CH:11]=2)=[CH:6][CH:7]=1. (2) Given the reactants [F:1][CH2:2][CH2:3][C:4]([O:13][CH3:14])([C:9](OC)=[O:10])[C:5]([O:7][CH3:8])=[O:6].[H-].C(O[Al](OC(C)(C)C)OC(C)(C)C)(C)(C)C.[Li+], predict the reaction product. The product is: [F:1][CH2:2][CH2:3][C:4]([CH2:9][OH:10])([O:13][CH3:14])[C:5]([O:7][CH3:8])=[O:6]. (3) The product is: [CH3:23][C:13]1[CH:18]=[CH:17][C:16]([S:19]([NH:1][C@@H:2]([CH2:6][C:7]2[CH:12]=[CH:11][CH:10]=[CH:9][N:8]=2)[C:3]([OH:5])=[O:4])(=[O:21])=[O:20])=[CH:15][CH:14]=1. Given the reactants [NH2:1][C@@H:2]([CH2:6][C:7]1[CH:12]=[CH:11][CH:10]=[CH:9][N:8]=1)[C:3]([OH:5])=[O:4].[C:13]1([CH3:23])[CH:18]=[CH:17][C:16]([S:19](Cl)(=[O:21])=[O:20])=[CH:15][CH:14]=1.[OH-].[Na+].Cl.[Cl-].[Na+], predict the reaction product. (4) The product is: [Cl:3][C:22]1[N:21]=[CH:20][N:19]=[C:18]2[N:14]([C:8]3[CH:9]=[C:10]([CH3:13])[CH:11]=[CH:12][C:7]=3[CH3:6])[N:15]=[CH:16][C:17]=12. Given the reactants P(Cl)(Cl)([Cl:3])=O.[CH3:6][C:7]1[CH:12]=[CH:11][C:10]([CH3:13])=[CH:9][C:8]=1[N:14]1[C:18]2=[N:19][CH:20]=[N:21][C:22](O)=[C:17]2[CH:16]=[N:15]1, predict the reaction product. (5) Given the reactants [Cl:1][C:2]1[N:7]=[C:6]([C:8]#[C:9][C:10]2[CH:11]=[CH:12][C:13]([CH3:23])=[C:14]([NH:16][C:17](=[O:22])[C:18]([F:21])([F:20])[F:19])[CH:15]=2)[CH:5]=[CH:4][N:3]=1.[I-].[NH2:25][N+:26]1[CH:31]=[CH:30][CH:29]=[CH:28][CH:27]=1.C([O-])([O-])=O.[K+].[K+], predict the reaction product. The product is: [Cl:1][C:2]1[N:7]=[C:6]([C:8]2[C:9]([C:10]3[CH:11]=[CH:12][C:13]([CH3:23])=[C:14]([NH:16][C:17](=[O:22])[C:18]([F:19])([F:20])[F:21])[CH:15]=3)=[N:25][N:26]3[CH:31]=[CH:30][CH:29]=[CH:28][C:27]=23)[CH:5]=[CH:4][N:3]=1. (6) Given the reactants [CH2:1]([O:3][C:4]1[CH:5]=[C:6]([CH:23]=[CH:24][C:25]=1[O:26][CH2:27][CH3:28])[CH2:7][C:8]1[O:12][N:11]=[C:10]([C:13]2[CH:21]=[CH:20][CH:19]=[C:18]3[C:14]=2[CH2:15][CH2:16][CH:17]3O)[N:9]=1)[CH3:2].[NH2:29][C@H:30]([CH3:33])[CH2:31][OH:32], predict the reaction product. The product is: [CH2:1]([O:3][C:4]1[CH:5]=[C:6]([CH:23]=[CH:24][C:25]=1[O:26][CH2:27][CH3:28])[CH2:7][C:8]1[O:12][N:11]=[C:10]([C:13]2[CH:21]=[CH:20][CH:19]=[C:18]3[C:14]=2[CH2:15][CH2:16][CH:17]3[NH:29][C@H:30]([CH3:33])[CH2:31][OH:32])[N:9]=1)[CH3:2]. (7) Given the reactants [H-].[Na+].[C:3]1([C@@H:9]([OH:24])[C@H:10]([C:18]2[CH:23]=[CH:22][CH:21]=[CH:20][CH:19]=2)[O:11][CH:12]2[CH2:17][CH2:16][CH2:15][CH2:14][O:13]2)[CH:8]=[CH:7][CH:6]=[CH:5][CH:4]=1.Br[CH2:26][C:27]([O:29][C:30]([CH3:33])([CH3:32])[CH3:31])=[O:28], predict the reaction product. The product is: [C:30]([O:29][C:27]([CH2:26][O:24][C@H:9]([C:3]1[CH:4]=[CH:5][CH:6]=[CH:7][CH:8]=1)[C@H:10]([C:18]1[CH:23]=[CH:22][CH:21]=[CH:20][CH:19]=1)[O:11][CH:12]1[CH2:17][CH2:16][CH2:15][CH2:14][O:13]1)=[O:28])([CH3:33])([CH3:32])[CH3:31].